From a dataset of Forward reaction prediction with 1.9M reactions from USPTO patents (1976-2016). Predict the product of the given reaction. (1) Given the reactants [F:1][C:2]1[CH:34]=[CH:33][C:5]([NH:6][C:7]([N:9]([CH3:32])[C:10]2[CH:31]=[CH:30][C:13]([O:14][C:15]3[C:24]4[C:19](=[CH:20][C:21]([O:28][CH3:29])=[C:22]([C:25]([OH:27])=O)[CH:23]=4)[N:18]=[CH:17][CH:16]=3)=[CH:12][CH:11]=2)=[O:8])=[CH:4][CH:3]=1.C(N(CC)CC)C.F[P-](F)(F)(F)(F)F.[N:49]1(O[P+](N(C)C)(N(C)C)N(C)C)[C:53]2[CH:54]=[CH:55][CH:55]=[CH:54][C:53]=2[N:49]=N1.C1(N)CC1, predict the reaction product. The product is: [CH:53]1([NH:49][C:25]([C:22]2[CH:23]=[C:24]3[C:19](=[CH:20][C:21]=2[O:28][CH3:29])[N:18]=[CH:17][CH:16]=[C:15]3[O:14][C:13]2[CH:12]=[CH:11][C:10]([N:9]([C:7]([NH:6][C:5]3[CH:33]=[CH:34][C:2]([F:1])=[CH:3][CH:4]=3)=[O:8])[CH3:32])=[CH:31][CH:30]=2)=[O:27])[CH2:54][CH2:55]1. (2) Given the reactants C(OC(=O)[NH:7][CH:8]1[CH2:13][CH2:12][N:11]([S:14]([C:17]2[CH:22]=[CH:21][C:20]([N+:23]([O-:25])=[O:24])=[CH:19][CH:18]=2)(=[O:16])=[O:15])[CH2:10][CH2:9]1)(C)(C)C.Cl, predict the reaction product. The product is: [N+:23]([C:20]1[CH:19]=[CH:18][C:17]([S:14]([N:11]2[CH2:10][CH2:9][CH:8]([NH2:7])[CH2:13][CH2:12]2)(=[O:15])=[O:16])=[CH:22][CH:21]=1)([O-:25])=[O:24]. (3) Given the reactants [CH3:1][C:2]1[CH:7]=[C:6]([CH3:8])[CH:5]=[C:4]([CH3:9])[C:3]=1[NH:10][C:11]1[C:16]([N+:17]([O-])=O)=[CH:15][N:14]=[C:13]([NH:20][C:21]2[CH:28]=[CH:27][C:24]([C:25]#[N:26])=[CH:23][CH:22]=2)[N:12]=1.NN, predict the reaction product. The product is: [NH2:17][C:16]1[C:11]([NH:10][C:3]2[C:2]([CH3:1])=[CH:7][C:6]([CH3:8])=[CH:5][C:4]=2[CH3:9])=[N:12][C:13]([NH:20][C:21]2[CH:28]=[CH:27][C:24]([C:25]#[N:26])=[CH:23][CH:22]=2)=[N:14][CH:15]=1. (4) The product is: [CH3:20][N:18]1[CH:19]=[C:15]([N:14]2[C:5]3[C:4]4[CH:3]=[C:2]([C:32]5[CH:33]=[C:34]6[NH:40][CH:39]=[CH:38][C:35]6=[N:36][CH:37]=5)[CH:11]=[CH:10][C:9]=4[N:8]=[CH:7][C:6]=3[N:12]([CH3:23])[C:13]2=[O:22])[C:16]([CH3:21])=[N:17]1. Given the reactants Br[C:2]1[CH:11]=[CH:10][C:9]2[N:8]=[CH:7][C:6]3[N:12]([CH3:23])[C:13](=[O:22])[N:14]([C:15]4[C:16]([CH3:21])=[N:17][N:18]([CH3:20])[CH:19]=4)[C:5]=3[C:4]=2[CH:3]=1.CC1(C)C(C)(C)OB([C:32]2[CH:33]=[C:34]3[NH:40][CH:39]=[CH:38][C:35]3=[N:36][CH:37]=2)O1, predict the reaction product. (5) The product is: [CH3:1][O:2][C:3]([C:5]1[N:6]=[C:7]([CH2:10][NH2:11])[S:8][CH:9]=1)=[O:4]. Given the reactants [CH3:1][O:2][C:3]([C:5]1[N:6]=[C:7]([CH2:10][NH:11]C(OC(C)(C)C)=O)[S:8][CH:9]=1)=[O:4].Cl, predict the reaction product. (6) Given the reactants [OH:1][C:2]1[C:3]([C:18]([NH:20][CH2:21][C:22]([O:24]CC)=[O:23])=[O:19])=[C:4]2[C:9](=[C:10]([C:12]3[CH:17]=[CH:16][CH:15]=[CH:14][CH:13]=3)[CH:11]=1)[N:8]=[CH:7][CH:6]=[N:5]2.[OH-].[Na+], predict the reaction product. The product is: [OH:1][C:2]1[C:3]([C:18]([NH:20][CH2:21][C:22]([OH:24])=[O:23])=[O:19])=[C:4]2[C:9](=[C:10]([C:12]3[CH:13]=[CH:14][CH:15]=[CH:16][CH:17]=3)[CH:11]=1)[N:8]=[CH:7][CH:6]=[N:5]2. (7) Given the reactants [CH:1]1([O:7][C:8]2[CH:9]=[C:10]([CH:13]=[CH:14][CH:15]=2)[CH:11]=O)[CH2:6][CH2:5][CH2:4][CH:3]=[CH:2]1.[C@@H:16]1([NH2:26])[C:25]2[C:20](=[CH:21][CH:22]=[CH:23][CH:24]=2)[CH2:19][CH2:18][CH2:17]1, predict the reaction product. The product is: [CH:1]1([O:7][C:8]2[CH:9]=[C:10]([CH:13]=[CH:14][CH:15]=2)[CH2:11][NH:26][C@@H:16]2[C:25]3[C:20](=[CH:21][CH:22]=[CH:23][CH:24]=3)[CH2:19][CH2:18][CH2:17]2)[CH2:6][CH2:5][CH2:4][CH:3]=[CH:2]1.